This data is from Catalyst prediction with 721,799 reactions and 888 catalyst types from USPTO. The task is: Predict which catalyst facilitates the given reaction. (1) Reactant: [NH2:1][CH:2]([C:8]1[C:13]([O:14][CH3:15])=[CH:12][CH:11]=[CH:10][C:9]=1[O:16][CH3:17])[C:3]([O:5][CH2:6][CH3:7])=[O:4].[F:18][C:19]([F:30])([F:29])[O:20][C:21]1[CH:28]=[CH:27][C:24]([CH:25]=O)=[CH:23][CH:22]=1.CCN(C(C)C)C(C)C.[BH-](OC(C)=O)(OC(C)=O)OC(C)=O.[Na+].C(O)(=O)C.[OH-].[Na+]. Product: [CH3:17][O:16][C:9]1[CH:10]=[CH:11][CH:12]=[C:13]([O:14][CH3:15])[C:8]=1[CH:2]([NH:1][CH2:25][C:24]1[CH:27]=[CH:28][C:21]([O:20][C:19]([F:18])([F:29])[F:30])=[CH:22][CH:23]=1)[C:3]([O:5][CH2:6][CH3:7])=[O:4]. The catalyst class is: 26. (2) Reactant: [H-].[Na+].[O:3]=[C:4]1[NH:13][CH:12]([C:14]2[CH:21]=[CH:20][C:17]([C:18]#[N:19])=[CH:16][C:15]=2[CH3:22])[C:11]2[C:10](=[O:23])[CH2:9][CH2:8][CH2:7][C:6]=2[N:5]1[C:24]1[CH:29]=[CH:28][CH:27]=[C:26]([C:30]([F:33])([F:32])[F:31])[CH:25]=1.[C:34](#N)C. Product: [CH3:22][C:15]1[CH:16]=[C:17]([CH:20]=[CH:21][C:14]=1[CH:12]1[C:11]2[C:10](=[O:23])[CH2:9][CH2:8][CH2:7][C:6]=2[N:5]([C:24]2[CH:29]=[CH:28][CH:27]=[C:26]([C:30]([F:33])([F:31])[F:32])[CH:25]=2)[C:4](=[O:3])[N:13]1[CH3:34])[C:18]#[N:19]. The catalyst class is: 9. (3) Reactant: C[O:2][C:3]([C@@H:5]1[CH2:10][CH2:9][C@@H:8]([O:11][C:12]2[C:21]3[C:16](=[C:17]([CH3:24])[C:18]([O:22][CH3:23])=[CH:19][CH:20]=3)[N:15]=[C:14]([C:25]3[S:26][CH:27]=[C:28]([C:30]([F:33])([F:32])[F:31])[N:29]=3)[CH:13]=2)[CH2:7][C@H:6]1[C:34]([O:36][CH2:37][C:38]1[CH:43]=[CH:42][CH:41]=[CH:40][CH:39]=1)=[O:35])=[O:4].[Li+].[OH-].Cl. Product: [CH2:37]([O:36][C:34]([C@@H:6]1[CH2:7][C@H:8]([O:11][C:12]2[C:21]3[C:16](=[C:17]([CH3:24])[C:18]([O:22][CH3:23])=[CH:19][CH:20]=3)[N:15]=[C:14]([C:25]3[S:26][CH:27]=[C:28]([C:30]([F:33])([F:32])[F:31])[N:29]=3)[CH:13]=2)[CH2:9][CH2:10][C@H:5]1[C:3]([OH:4])=[O:2])=[O:35])[C:38]1[CH:43]=[CH:42][CH:41]=[CH:40][CH:39]=1. The catalyst class is: 90. (4) Reactant: [CH2:1]([CH:3]1[CH2:12][C:11]2[C:6](=[CH:7][C:8]([O:17][CH3:18])=[C:9]([O:13][CH2:14][CH2:15][CH3:16])[CH:10]=2)[CH:5]=[N:4]1)[CH3:2].C(O[CH:22]=[C:23]([C:29](=[O:31])[CH3:30])[C:24]([O:26][CH2:27][CH3:28])=[O:25])C. Product: [CH2:1]([CH:3]1[N:4]2[CH:5]([CH2:30][C:29](=[O:31])[C:23]([C:24]([O:26][CH2:27][CH3:28])=[O:25])=[CH:22]2)[C:6]2[CH:7]=[C:8]([O:17][CH3:18])[C:9]([O:13][CH2:14][CH2:15][CH3:16])=[CH:10][C:11]=2[CH2:12]1)[CH3:2]. The catalyst class is: 14.